From a dataset of Full USPTO retrosynthesis dataset with 1.9M reactions from patents (1976-2016). Predict the reactants needed to synthesize the given product. (1) Given the product [F:35][C:33]1[CH:34]=[C:29]2[N:28]=[CH:27][N:26]([CH2:25][C:23]3[CH:22]=[CH:21][C:19]4[N:20]=[C:16]([NH:15][C@@H:9]5[CH2:10][CH2:38][CH2:37][C@H:36]([OH:5])[C@@H:40]5[OH:39])[S:17][C:18]=4[CH:24]=3)[C:30]2=[N:31][CH:32]=1, predict the reactants needed to synthesize it. The reactants are: C[N+]1([O-])CC[O:5]CC1.[C@@H:9]1([NH:15][C:16]2[S:17][C:18]3[CH:24]=[C:23]([CH2:25][N:26]4[C:30]5=[N:31][CH:32]=[C:33]([F:35])[CH:34]=[C:29]5[N:28]=[CH:27]4)[CH:22]=[CH:21][C:19]=3[N:20]=2)CCCC=[CH:10]1.[CH2:36]1[CH2:40][O:39][CH2:38][CH2:37]1. (2) Given the product [C:23]([O:27][C:28](=[O:51])[NH:29][CH2:30][C@@H:31]1[O:35][C:34](=[O:36])[N:33]([C:37]2[CH:42]=[CH:41][C:40]([C:43]3[S:44][CH2:45][C:46](=[S:10])[NH:47][N:48]=3)=[C:39]([F:50])[CH:38]=2)[CH2:32]1)([CH3:26])([CH3:25])[CH3:24], predict the reactants needed to synthesize it. The reactants are: COC1C=CC(P2(SP(C3C=CC(OC)=CC=3)(=S)S2)=[S:10])=CC=1.[C:23]([O:27][C:28](=[O:51])[NH:29][CH2:30][C@@H:31]1[O:35][C:34](=[O:36])[N:33]([C:37]2[CH:42]=[CH:41][C:40]([C:43]3[S:44][CH2:45][C:46](=O)[NH:47][N:48]=3)=[C:39]([F:50])[CH:38]=2)[CH2:32]1)([CH3:26])([CH3:25])[CH3:24]. (3) Given the product [Cl:23][C:24]1[CH:25]=[C:26]([N:31]2[CH2:36][CH2:35][N:34]([CH2:21][CH2:20][CH2:19][C:10]3[CH:9]=[C:8]([C:5]4[CH:6]=[CH:7][C:2]([F:1])=[CH:3][CH:4]=4)[N:12]([C:13]4[CH:18]=[CH:17][CH:16]=[CH:15][CH:14]=4)[N:11]=3)[CH2:33][CH2:32]2)[CH:27]=[CH:28][C:29]=1[Cl:30], predict the reactants needed to synthesize it. The reactants are: [F:1][C:2]1[CH:7]=[CH:6][C:5]([C:8]2[N:12]([C:13]3[CH:18]=[CH:17][CH:16]=[CH:15][CH:14]=3)[N:11]=[C:10]([CH2:19][CH2:20][CH:21]=O)[CH:9]=2)=[CH:4][CH:3]=1.[Cl:23][C:24]1[CH:25]=[C:26]([N:31]2[CH2:36][CH2:35][NH:34][CH2:33][CH2:32]2)[CH:27]=[CH:28][C:29]=1[Cl:30].CCN(C(C)C)C(C)C.[BH-](OC(C)=O)(OC(C)=O)OC(C)=O.[Na+]. (4) Given the product [CH3:12][O:11][C:9](=[O:10])[CH2:8][CH2:7][CH2:6][CH2:5][CH2:4][CH2:3][C:2]1[CH:13]=[CH:21][C:20]2[C:15](=[N:16][CH:17]=[CH:18][CH:19]=2)[N:14]=1, predict the reactants needed to synthesize it. The reactants are: O=[C:2]([CH3:13])[CH2:3][CH2:4][CH2:5][CH2:6][CH2:7][CH2:8][C:9]([O:11][CH3:12])=[O:10].[NH2:14][C:15]1[C:20]([CH:21]=O)=[CH:19][CH:18]=[CH:17][N:16]=1.N1CCC[C@H]1C(O)=O. (5) Given the product [Cl:21][C:22]1[CH:27]=[CH:26][C:25]([C:2]2[N:7]=[C:6]([NH:8][CH2:9][CH2:10][NH:11][C:12]3[CH:19]=[CH:18][C:15]([C:16]#[N:17])=[CH:14][N:13]=3)[C:5]([CH3:20])=[CH:4][N:3]=2)=[CH:24][CH:23]=1, predict the reactants needed to synthesize it. The reactants are: Cl[C:2]1[N:7]=[C:6]([NH:8][CH2:9][CH2:10][NH:11][C:12]2[CH:19]=[CH:18][C:15]([C:16]#[N:17])=[CH:14][N:13]=2)[C:5]([CH3:20])=[CH:4][N:3]=1.[Cl:21][C:22]1[CH:27]=[CH:26][C:25](B(O)O)=[CH:24][CH:23]=1.C(=O)([O-])[O-].[Na+].[Na+].C(P(C(C)(C)C)C(C)(C)C)(C)(C)C. (6) Given the product [Cl:1][C:2]1[N:7]=[C:6]2[N:8]([CH:12]3[CH2:17][CH2:16][CH2:15][CH2:14][O:13]3)[N:9]=[C:10]([C:22]3[CH:21]=[N:20][N:19]([CH3:18])[CH:23]=3)[C:5]2=[CH:4][CH:3]=1, predict the reactants needed to synthesize it. The reactants are: [Cl:1][C:2]1[N:7]=[C:6]2[N:8]([CH:12]3[CH2:17][CH2:16][CH2:15][CH2:14][O:13]3)[N:9]=[C:10](I)[C:5]2=[CH:4][CH:3]=1.[CH3:18][N:19]1[CH:23]=[C:22](B2OC(C)(C)C(C)(C)O2)[CH:21]=[N:20]1.C(=O)([O-])[O-].[Cs+].[Cs+].